From a dataset of HIV replication inhibition screening data with 41,000+ compounds from the AIDS Antiviral Screen. Binary Classification. Given a drug SMILES string, predict its activity (active/inactive) in a high-throughput screening assay against a specified biological target. (1) The result is 0 (inactive). The molecule is Cc1cc(=O)n2c3c(c4c(cc13)c(CO)cc(=O)n4C)OC2. (2) The compound is CN(C)c1ccc(C=CC=C(C#N)c2ccccc2)cc1. The result is 0 (inactive).